Dataset: HIV replication inhibition screening data with 41,000+ compounds from the AIDS Antiviral Screen. Task: Binary Classification. Given a drug SMILES string, predict its activity (active/inactive) in a high-throughput screening assay against a specified biological target. (1) The molecule is c1ccc([PH](CCCCCCCCCC[PH](c2ccccc2)(c2ccccc2)c2ccccc2)(c2ccccc2)c2ccccc2)cc1. The result is 0 (inactive). (2) The molecule is C1=NCCNCCNCCN=Cc2ccc(cc2)OCc2cccc(n2)COc2ccc1cc2. The result is 0 (inactive).